From a dataset of Catalyst prediction with 721,799 reactions and 888 catalyst types from USPTO. Predict which catalyst facilitates the given reaction. Reactant: C(=[N:14][C:15]1[CH:16]=[CH:17][C:18]2[N:19]([N:21]=[CH:22][N:23]=2)[CH:20]=1)(C1C=CC=CC=1)C1C=CC=CC=1.Cl.NO.CC([O-])=O.[Na+]. Product: [N:23]1[CH:22]=[N:21][N:19]2[CH:20]=[C:15]([NH2:14])[CH:16]=[CH:17][C:18]=12. The catalyst class is: 5.